From a dataset of Forward reaction prediction with 1.9M reactions from USPTO patents (1976-2016). Predict the product of the given reaction. (1) Given the reactants Br[CH2:2][C:3]1[CH:12]=[CH:11][C:6]([C:7]([O:9][CH3:10])=[O:8])=[CH:5][CH:4]=1.[NH:13]1[CH2:18][CH2:17][O:16][CH2:15][CH2:14]1, predict the reaction product. The product is: [N:13]1([CH2:2][C:3]2[CH:12]=[CH:11][C:6]([C:7]([O:9][CH3:10])=[O:8])=[CH:5][CH:4]=2)[CH2:18][CH2:17][O:16][CH2:15][CH2:14]1. (2) Given the reactants Br[C:2]1[CH:3]=[C:4]2[C:9](=[CH:10][CH:11]=1)[N:8]=[CH:7][C:6]([C:12]([CH:14]1[CH2:16][CH2:15]1)=[O:13])=[C:5]2[N:17]1[CH2:22][CH2:21][CH:20]([CH2:23][N:24]([CH3:26])[CH3:25])[CH2:19][CH2:18]1.[CH2:27]([O:29][C:30]1[CH:35]=[C:34](B2OC(C)(C)C(C)(C)O2)[CH:33]=[CH:32][C:31]=1[OH:45])[CH3:28], predict the reaction product. The product is: [CH:14]1([C:12]([C:6]2[CH:7]=[N:8][C:9]3[C:4]([C:5]=2[N:17]2[CH2:18][CH2:19][CH:20]([CH2:23][N:24]([CH3:25])[CH3:26])[CH2:21][CH2:22]2)=[CH:3][C:2]([C:34]2[CH:33]=[CH:32][C:31]([OH:45])=[C:30]([O:29][CH2:27][CH3:28])[CH:35]=2)=[CH:11][CH:10]=3)=[O:13])[CH2:16][CH2:15]1. (3) Given the reactants [Cl:1][C:2]1[N:3]=[C:4](Cl)[C:5]2[S:10][CH:9]=[CH:8][C:6]=2[N:7]=1.C(O)(C(F)(F)F)=O.[CH3:19][C:20]1[CH:26]=[C:25]([CH3:27])[CH:24]=[C:23]([CH3:28])[C:21]=1[NH2:22], predict the reaction product. The product is: [Cl:1][C:2]1[N:3]=[C:4]([NH:22][C:21]2[C:23]([CH3:28])=[CH:24][C:25]([CH3:27])=[CH:26][C:20]=2[CH3:19])[C:5]2[S:10][CH:9]=[CH:8][C:6]=2[N:7]=1. (4) The product is: [OH:1][C:2]([C:13]1[CH:18]=[CH:17][C:16]([N:19]([CH2:29][CH:30]([CH3:32])[CH3:31])[S:20]([C:23]2[CH:28]=[CH:27][CH:26]=[CH:25][CH:24]=2)(=[O:22])=[O:21])=[CH:15][CH:14]=1)([C:9]([F:12])([F:11])[F:10])[C:3]#[CH:4]. Given the reactants [OH:1][C:2]([C:13]1[CH:18]=[CH:17][C:16]([N:19]([CH2:29][CH:30]([CH3:32])[CH3:31])[S:20]([C:23]2[CH:28]=[CH:27][CH:26]=[CH:25][CH:24]=2)(=[O:22])=[O:21])=[CH:15][CH:14]=1)([C:9]([F:12])([F:11])[F:10])[C:3]#[C:4][Si](C)(C)C.[F-].C([N+](CCCC)(CCCC)CCCC)CCC, predict the reaction product. (5) The product is: [CH2:1]([C@H:8]([NH:39][C:40](=[O:46])[O:41][C:42]([CH3:45])([CH3:44])[CH3:43])[C@@H:9]([O:31][Si:32]([C:35]([CH3:38])([CH3:37])[CH3:36])([CH3:34])[CH3:33])[CH2:10][C@@H:11]([NH:20][C:21]([O:23][CH2:24][C:25]1[CH:30]=[CH:29][CH:28]=[CH:27][CH:26]=1)=[O:22])[CH2:12][C:13]1[CH:18]=[CH:17][C:16]([C:53]2[CH:52]=[CH:51][C:50]([CH3:49])=[CH:55][N:54]=2)=[CH:15][CH:14]=1)[C:2]1[CH:7]=[CH:6][CH:5]=[CH:4][CH:3]=1. Given the reactants [CH2:1]([C@H:8]([NH:39][C:40](=[O:46])[O:41][C:42]([CH3:45])([CH3:44])[CH3:43])[C@@H:9]([O:31][Si:32]([C:35]([CH3:38])([CH3:37])[CH3:36])([CH3:34])[CH3:33])[CH2:10][C@@H:11]([NH:20][C:21]([O:23][CH2:24][C:25]1[CH:30]=[CH:29][CH:28]=[CH:27][CH:26]=1)=[O:22])[CH2:12][C:13]1[CH:18]=[CH:17][C:16](Br)=[CH:15][CH:14]=1)[C:2]1[CH:7]=[CH:6][CH:5]=[CH:4][CH:3]=1.[Li+].[Cl-].[CH3:49][C:50]1[CH:51]=[CH:52][C:53]([Sn](CCCC)(CCCC)CCCC)=[N:54][CH:55]=1, predict the reaction product. (6) Given the reactants [C:1]([N:4]1[CH2:7][CH:6]([NH:8][C:9]2[CH:14]=[CH:13][C:12]([NH:15][C:16]3[N:21]=[C:20]([NH:22][C:23]4[CH:24]=[C:25]([NH:29][C:30](=[O:33])[CH:31]=[CH2:32])[CH:26]=[CH:27][CH:28]=4)[C:19]([C:34]([F:37])([F:36])[F:35])=[CH:18][N:17]=3)=[C:11]([O:38][CH3:39])[CH:10]=2)[CH2:5]1)(=[O:3])C.FCCN1CC(NC2C=CC(NC3N=[C:59](NC4C=C(NC(=O)C=C)C=CC=4)[C:58]([C:73](F)(F)F)=[CH:57]N=3)=C(OC)C=2)C1.FC(F)(F)C(O)=[O:82], predict the reaction product. The product is: [C:30]([NH:29][C:25]1[CH:24]=[C:23]([NH:22][C:20]2[C:19]([C:34]([F:35])([F:37])[F:36])=[CH:18][N:17]=[C:16]([NH:15][C:12]3[CH:13]=[CH:14][C:9]([NH:8][CH:6]4[CH2:7][N:4]([C:1]([O:3][C:58]([CH3:73])([CH3:59])[CH3:57])=[O:82])[CH2:5]4)=[CH:10][C:11]=3[O:38][CH3:39])[N:21]=2)[CH:28]=[CH:27][CH:26]=1)(=[O:33])[CH:31]=[CH2:32]. (7) Given the reactants [CH2:1]1[C:7]2[CH:8]=[CH:9][CH:10]=[CH:11][C:6]=2[CH2:5][CH2:4][NH:3][C:2]1=O, predict the reaction product. The product is: [CH2:5]1[C:6]2[CH:11]=[CH:10][CH:9]=[CH:8][C:7]=2[CH2:1][CH2:2][NH:3][CH2:4]1. (8) The product is: [CH:1]1([NH:6][C:7]2[CH:12]=[C:11]([S:42][CH3:41])[N:10]3[N:13]=[C:14]([C:28]4[CH:29]=[CH:30][C:31]([O:34][CH3:35])=[CH:32][CH:33]=4)[C:15]([C:16]4[CH:21]=[CH:20][N:19]=[C:18]([NH:22][CH:23]5[CH2:24][CH2:25][CH2:26][CH2:27]5)[N:17]=4)=[C:9]3[CH:8]=2)[CH2:2][CH2:3][CH2:4][CH2:5]1. Given the reactants [CH:1]1([NH:6][C:7]2[CH:12]=[CH:11][N:10]3[N:13]=[C:14]([C:28]4[CH:33]=[CH:32][C:31]([O:34][CH3:35])=[CH:30][CH:29]=4)[C:15]([C:16]4[CH:21]=[CH:20][N:19]=[C:18]([NH:22][CH:23]5[CH2:27][CH2:26][CH2:25][CH2:24]5)[N:17]=4)=[C:9]3[CH:8]=2)[CH2:5][CH2:4][CH2:3][CH2:2]1.C([Li])CCC.[CH3:41][S:42]SC, predict the reaction product. (9) The product is: [CH3:41][N:42]1[C:51]2[C:46](=[CH:47][N:48]=[C:49]([CH3:52])[CH:50]=2)[CH:45]=[C:44]([C:53]2[CH:54]=[C:55]([NH:60][C:61]3[N:62]=[C:5]([C:2]4([CH3:1])[CH2:4][CH2:3]4)[O:7][N:64]=3)[CH:56]=[CH:57][C:58]=2[CH3:59])[C:43]1=[O:65]. Given the reactants [CH3:1][C:2]1([C:5]([OH:7])=O)[CH2:4][CH2:3]1.CCN(C(C)C)C(C)C.CN(C(ON1N=NC2C=CC=NC1=2)=[N+](C)C)C.F[P-](F)(F)(F)(F)F.[CH3:41][N:42]1[C:51]2[C:46](=[CH:47][N:48]=[C:49]([CH3:52])[CH:50]=2)[CH:45]=[C:44]([C:53]2[CH:54]=[C:55]([NH:60]/[C:61](/[NH2:64])=[N:62]/O)[CH:56]=[CH:57][C:58]=2[CH3:59])[C:43]1=[O:65], predict the reaction product. (10) The product is: [C:18]1([CH3:34])[CH:19]=[CH:20][C:12]([NH:11][C:9]2[C:8]([C:23]([NH2:25])=[O:24])=[CH:7][N:6]=[C:5]([NH:4][CH2:3][C@@H:2]([NH2:1])[CH2:26][CH:27]([F:29])[F:28])[N:10]=2)=[CH:13][CH:17]=1. Given the reactants [NH2:1][C@@H:2]([CH2:26][CH:27]([F:29])[F:28])[CH2:3][NH:4][C:5]1[N:10]=[C:9]([NH:11][C:12]2[CH:20]=[CH:19][CH:18]=[C:17]3[C:13]=2C=CN3CC)[C:8]([C:23]([NH2:25])=[O:24])=[CH:7][N:6]=1.B(Br)(Br)Br.[CH2:34](Cl)Cl, predict the reaction product.